From a dataset of Full USPTO retrosynthesis dataset with 1.9M reactions from patents (1976-2016). Predict the reactants needed to synthesize the given product. (1) Given the product [CH2:31]([N:33]([CH2:29][C:26]1[CH:27]=[CH:28][C:23]([C:19]2[CH:20]=[CH:21][CH:22]=[C:17]([C:16]3[N:11]4[N:10]=[CH:9][C:8]([C:6]([C:2]5[S:1][CH:5]=[CH:4][CH:3]=5)=[O:7])=[C:12]4[N:13]=[CH:14][CH:15]=3)[CH:18]=2)=[CH:24][CH:25]=1)[CH2:34][CH3:35])[CH3:32], predict the reactants needed to synthesize it. The reactants are: [S:1]1[CH:5]=[CH:4][CH:3]=[C:2]1[C:6]([C:8]1[CH:9]=[N:10][N:11]2[C:16]([C:17]3[CH:18]=[C:19]([C:23]4[CH:28]=[CH:27][C:26]([CH:29]=O)=[CH:25][CH:24]=4)[CH:20]=[CH:21][CH:22]=3)=[CH:15][CH:14]=[N:13][C:12]=12)=[O:7].[CH2:31]([NH:33][CH2:34][CH3:35])[CH3:32]. (2) Given the product [NH2:21][C:19]1[S:20][C:2]([CH:15]([CH3:17])[CH3:16])=[C:3]([C:5]2[C:14]3[C:9](=[CH:10][CH:11]=[CH:12][CH:13]=3)[CH:8]=[CH:7][CH:6]=2)[N:18]=1, predict the reactants needed to synthesize it. The reactants are: Br[CH:2]([CH:15]([CH3:17])[CH3:16])[C:3]([C:5]1[C:14]2[C:9](=[CH:10][CH:11]=[CH:12][CH:13]=2)[CH:8]=[CH:7][CH:6]=1)=O.[NH2:18][C:19]([NH2:21])=[S:20].C(=O)(O)[O-].[Na+]. (3) Given the product [CH:27]1([C:26]2[C:25]3[C:20](=[CH:21][C:22]([C:33]([OH:35])=[O:34])=[CH:23][CH:24]=3)[N:19]([CH2:36][C:37]([N:39]3[CH2:44][CH2:43][O:42][CH2:41][CH2:40]3)=[O:38])[C:18]=2[C:15]2[CH:16]=[CH:17][C:12]([C:7]3[CH:6]=[CH:5][C:4]4[C:9](=[CH:10][CH:11]=[CH:2][CH:3]=4)[N:8]=3)=[CH:13][CH:14]=2)[CH2:32][CH2:31][CH2:30][CH2:29][CH2:28]1, predict the reactants needed to synthesize it. The reactants are: Br[C:2]1[CH:3]=[C:4]2[C:9](=[CH:10][CH:11]=1)[N:8]=[C:7]([C:12]1[CH:17]=[CH:16][C:15]([C:18]3[N:19]([CH2:36][C:37]([N:39]4[CH2:44][CH2:43][O:42][CH2:41][CH2:40]4)=[O:38])[C:20]4[C:25]([C:26]=3[CH:27]3[CH2:32][CH2:31][CH2:30][CH2:29][CH2:28]3)=[CH:24][CH:23]=[C:22]([C:33]([OH:35])=[O:34])[CH:21]=4)=[CH:14][CH:13]=1)[CH:6]=[CH:5]2.NC1C=CC(Br)=CC=1C=O.NC1C=CC=CC=1C=O. (4) Given the product [CH3:29][C@@H:7]1[C@:6]([OH:5])([C:30]([CH2:32][Cl:33])=[O:31])[C@:10]2([CH3:28])[C@H:9]([C@H:14]3[C@:13]([F:26])([C@@H:12]([OH:27])[CH2:11]2)[C@:23]2([CH3:24])[C:17](=[CH:18][C:19]([CH:21]=[CH:22]2)=[O:20])[C@@H:16]([F:25])[CH2:15]3)[CH2:8]1, predict the reactants needed to synthesize it. The reactants are: CCC([O:5][C@@:6]1([C:30]([CH2:32][Cl:33])=[O:31])[C@@:10]2([CH3:28])[CH2:11][C@H:12]([OH:27])[C@:13]3([F:26])[C@:23]4([CH3:24])[C:17](=[CH:18][C:19]([CH:21]=[CH:22]4)=[O:20])[C@@H:16]([F:25])[CH2:15][C@H:14]3[C@@H:9]2[CH2:8][C@@H:7]1[CH3:29])=O. (5) Given the product [F:1][C:2]1[CH:7]=[CH:6][C:5]([C:8]2[N:16]=[C:15]3[C:11]([N:12]=[CH:13][N:14]3[CH3:17])=[C:10]([NH:18][C:19]3[CH:24]=[CH:23][CH:22]=[CH:21][C:20]=3[F:27])[N:9]=2)=[C:4]([CH3:28])[CH:3]=1, predict the reactants needed to synthesize it. The reactants are: [F:1][C:2]1[CH:7]=[CH:6][C:5]([C:8]2[N:16]=[C:15]3[C:11]([N:12]=[CH:13][N:14]3[CH3:17])=[C:10]([NH:18][C:19]3[C:24](F)=[CH:23][C:22](F)=[CH:21][C:20]=3[F:27])[N:9]=2)=[C:4]([CH3:28])[CH:3]=1.FC1C=CC=CC=1N. (6) Given the product [CH3:16][C:1]1([C:4]([C:6]2[CH:7]=[CH:8][C:9]([C:10]([O:12][CH3:13])=[O:11])=[CH:14][CH:15]=2)=[O:5])[CH2:3][CH2:2]1, predict the reactants needed to synthesize it. The reactants are: [CH:1]1([C:4]([C:6]2[CH:15]=[CH:14][C:9]([C:10]([O:12][CH3:13])=[O:11])=[CH:8][CH:7]=2)=[O:5])[CH2:3][CH2:2]1.[CH3:16][Si](C)(C)N[Si](C)(C)C.[Li].IC.[Cl-].[NH4+]. (7) Given the product [Cl:1][C:2]1[CH:7]=[CH:6][C:5]([C@@:8]2([OH:34])[CH2:13][CH2:12][N:11]([C:14](=[O:31])[CH2:15][C@H:16]([NH:18][C:19]([C:21]3[CH:22]=[C:23]([CH:28]=[CH:29][CH:30]=3)[C:24]([OH:26])=[O:25])=[O:20])[CH3:17])[CH2:10][C:9]2([CH3:33])[CH3:32])=[CH:4][CH:3]=1, predict the reactants needed to synthesize it. The reactants are: [Cl:1][C:2]1[CH:7]=[CH:6][C:5]([C@@:8]2([OH:34])[CH2:13][CH2:12][N:11]([C:14](=[O:31])[CH2:15][C@H:16]([NH:18][C:19]([C:21]3[CH:22]=[C:23]([CH:28]=[CH:29][CH:30]=3)[C:24]([O:26]C)=[O:25])=[O:20])[CH3:17])[CH2:10][C:9]2([CH3:33])[CH3:32])=[CH:4][CH:3]=1.C(O)(C(F)(F)F)=O. (8) Given the product [F:1][C:2]1[CH:3]=[C:4]([CH:8]=[C:9]([F:13])[C:10]=1[CH:11]=[O:12])[C:5]([NH:21][CH3:20])=[O:6], predict the reactants needed to synthesize it. The reactants are: [F:1][C:2]1[CH:3]=[C:4]([CH:8]=[C:9]([F:13])[C:10]=1[CH:11]=[O:12])[C:5](O)=[O:6].C(Cl)(=O)C(Cl)=O.[CH3:20][NH2:21].Cl. (9) Given the product [CH3:1][O:2][C:3](=[O:12])[C:4]1[CH:9]=[C:8]([I:10])[C:7]([Cl:15])=[N:6][CH:5]=1, predict the reactants needed to synthesize it. The reactants are: [CH3:1][O:2][C:3](=[O:12])[C:4]1[CH:9]=[C:8]([I:10])[C:7](O)=[N:6][CH:5]=1.P(Cl)(Cl)([Cl:15])=O.CO.O. (10) The reactants are: FC1C=CC(F)=CC=1C=O.[C:11]([O:15][C:16](=[O:39])[NH:17][C@H:18]1[C@H:22]([C:23]2[CH:28]=[C:27]([F:29])[C:26](F)=[CH:25][C:24]=2[F:31])[CH2:21][N:20]([CH2:32][C:33]2[CH:38]=[CH:37][CH:36]=[CH:35][CH:34]=2)[CH2:19]1)([CH3:14])([CH3:13])[CH3:12]. Given the product [C:11]([O:15][C:16](=[O:39])[NH:17][C@H:18]1[C@H:22]([C:23]2[CH:28]=[C:27]([F:29])[CH:26]=[CH:25][C:24]=2[F:31])[CH2:21][N:20]([CH2:32][C:33]2[CH:38]=[CH:37][CH:36]=[CH:35][CH:34]=2)[CH2:19]1)([CH3:14])([CH3:12])[CH3:13], predict the reactants needed to synthesize it.